Dataset: Full USPTO retrosynthesis dataset with 1.9M reactions from patents (1976-2016). Task: Predict the reactants needed to synthesize the given product. (1) The reactants are: [CH3:1][O:2][C:3](=[O:15])[C:4](=O)[CH:5]=[CH:6][C:7]1[CH:12]=[CH:11][C:10]([Br:13])=[CH:9][CH:8]=1.Cl.[F:17][C:18]1[CH:23]=[C:22]([F:24])[CH:21]=[CH:20][C:19]=1[NH:25][NH2:26]. Given the product [CH3:1][O:2][C:3]([C:4]1[CH2:5][CH:6]([C:7]2[CH:12]=[CH:11][C:10]([Br:13])=[CH:9][CH:8]=2)[N:25]([C:19]2[CH:20]=[CH:21][C:22]([F:24])=[CH:23][C:18]=2[F:17])[N:26]=1)=[O:15], predict the reactants needed to synthesize it. (2) Given the product [Cl:1][C:2]1[C:10]2[CH:9]=[CH:8][S:7][C:6]=2[CH:5]=[CH:4][CH:3]=1, predict the reactants needed to synthesize it. The reactants are: [Cl:1][C:2]1[C:10]2[CH:9]=[C:8](C(O)=O)[S:7][C:6]=2[CH:5]=[CH:4][CH:3]=1.N1C2C(=CC=CC=2)C=CC=1. (3) Given the product [Br:18][CH2:10][C:9]1[C:2]([F:1])=[C:3]([CH:6]=[CH:7][CH:8]=1)[C:4]#[N:5], predict the reactants needed to synthesize it. The reactants are: [F:1][C:2]1[C:9]([CH3:10])=[CH:8][CH:7]=[CH:6][C:3]=1[C:4]#[N:5].C1C(=O)N([Br:18])C(=O)C1.CC(N=NC(C#N)(C)C)(C#N)C.